This data is from CYP1A2 inhibition data for predicting drug metabolism from PubChem BioAssay. The task is: Regression/Classification. Given a drug SMILES string, predict its absorption, distribution, metabolism, or excretion properties. Task type varies by dataset: regression for continuous measurements (e.g., permeability, clearance, half-life) or binary classification for categorical outcomes (e.g., BBB penetration, CYP inhibition). Dataset: cyp1a2_veith. (1) The molecule is Cn1c(=O)c2[nH]c(/N=N\N3CCN(CCO)CC3)nc2n(C)c1=O. The result is 0 (non-inhibitor). (2) The result is 1 (inhibitor). The molecule is COc1ccc(/C=N/n2c(-c3cccs3)n[nH]c2=S)cc1. (3) The compound is COc1ccc(O[C@H]2C=C[C@@H](c3ccccc3)O[C@H]2COC(=O)CC/C(C)=N\OC[C@@H](C)[C@H](OCc2ccccc2)C(C)C)cc1. The result is 0 (non-inhibitor). (4) The compound is O=C(O)c1nn(-c2ccc(Cl)cc2)c2c1C(=O)c1ccccc1C2=O. The result is 1 (inhibitor). (5) The compound is O=C(CN1CCc2ccccc21)NC(=O)NCc1ccco1. The result is 1 (inhibitor). (6) The compound is N#CCSc1nc2ccc(N3CCCCC3)cc2c(=O)n1Cc1ccccc1. The result is 1 (inhibitor).